From a dataset of Peptide-MHC class I binding affinity with 185,985 pairs from IEDB/IMGT. Regression. Given a peptide amino acid sequence and an MHC pseudo amino acid sequence, predict their binding affinity value. This is MHC class I binding data. (1) The MHC is HLA-A03:01 with pseudo-sequence HLA-A03:01. The peptide sequence is VYWENEVSI. The binding affinity (normalized) is 0.0847. (2) The peptide sequence is ALYEKKLAL. The MHC is HLA-A31:01 with pseudo-sequence HLA-A31:01. The binding affinity (normalized) is 0.0847. (3) The peptide sequence is FRRRKRMGF. The MHC is HLA-B58:01 with pseudo-sequence HLA-B58:01. The binding affinity (normalized) is 0.0847. (4) The MHC is HLA-A03:01 with pseudo-sequence HLA-A03:01. The peptide sequence is PHYNNPWNT. The binding affinity (normalized) is 0.0847. (5) The MHC is HLA-B53:01 with pseudo-sequence HLA-B53:01. The peptide sequence is YTPGPGIRY. The binding affinity (normalized) is 0. (6) The peptide sequence is IRVGAATEI. The MHC is HLA-B27:05 with pseudo-sequence HLA-B27:05. The binding affinity (normalized) is 0.456. (7) The peptide sequence is LLHDIGKPV. The MHC is HLA-A02:19 with pseudo-sequence HLA-A02:19. The binding affinity (normalized) is 0.561.